From a dataset of Full USPTO retrosynthesis dataset with 1.9M reactions from patents (1976-2016). Predict the reactants needed to synthesize the given product. (1) The reactants are: [C:1]1([S:7][CH2:8][C:9]([OH:11])=O)[CH:6]=[CH:5][CH:4]=[CH:3][CH:2]=1.C(Cl)(=O)C(Cl)=O.[C:18]12([CH2:28][NH2:29])[CH2:27][CH:22]3[CH2:23][CH:24]([CH2:26][CH:20]([CH2:21]3)[CH2:19]1)[CH2:25]2.C(N(CC)C(C)C)(C)C. Given the product [C:18]12([CH2:28][NH:29][C:9](=[O:11])[CH2:8][S:7][C:1]3[CH:2]=[CH:3][CH:4]=[CH:5][CH:6]=3)[CH2:25][CH:24]3[CH2:23][CH:22]([CH2:21][CH:20]([CH2:26]3)[CH2:19]1)[CH2:27]2, predict the reactants needed to synthesize it. (2) Given the product [CH3:21][C:15]1[CH:16]=[CH:17][CH:18]=[C:19]([CH3:20])[C:14]=1[CH2:13][NH:12][C:4]1[C:5]2[N:6]([CH:8]=[C:9]([CH3:11])[N:10]=2)[CH:7]=[C:2]([N:30]2[CH:31]=[CH:32][C:33]([CH3:35])=[CH:34][C:29]2=[O:28])[CH:3]=1, predict the reactants needed to synthesize it. The reactants are: Br[C:2]1[CH:3]=[C:4]([NH:12][CH2:13][C:14]2[C:19]([CH3:20])=[CH:18][CH:17]=[CH:16][C:15]=2[CH3:21])[C:5]2[N:6]([CH:8]=[C:9]([CH3:11])[N:10]=2)[CH:7]=1.CNCCNC.[OH:28][C:29]1[CH:34]=[C:33]([CH3:35])[CH:32]=[CH:31][N:30]=1. (3) The reactants are: I[C:2]1[CH:15]=[C:14]2[C:5]([NH:6][CH:7]=[C:8]2[CH2:9][CH2:10][N:11]([CH3:13])[CH3:12])=[CH:4][CH:3]=1.[Cu][C:17]#[N:18].[I-]. Given the product [CH3:12][N:11]([CH2:10][CH2:9][C:8]1[C:14]2[C:5](=[CH:4][CH:3]=[C:2]([C:17]#[N:18])[CH:15]=2)[NH:6][CH:7]=1)[CH3:13], predict the reactants needed to synthesize it. (4) Given the product [ClH:47].[ClH:47].[CH:39]1([C@H:13]([NH:12][C:10](=[O:11])[C@H:9]([CH3:45])[NH:7][CH3:6])[C:14]([N:16]2[C@H:21]([C:22]([NH:23][C@H:24]3[C:32]4[C:27](=[CH:28][CH:29]=[CH:30][CH:31]=4)[CH2:26][C@@H:25]3[OH:33])=[O:34])[CH2:20][N:19]3[C@@H:35]4[CH2:38][C@@H:36]4[CH2:37][C@@H:18]3[CH2:17]2)=[O:15])[CH2:40][CH2:41][CH2:42][CH2:43][CH2:44]1, predict the reactants needed to synthesize it. The reactants are: C(O[C:6](=O)[N:7]([C@@H:9]([CH3:45])[C:10]([NH:12][C@@H:13]([CH:39]1[CH2:44][CH2:43][CH2:42][CH2:41][CH2:40]1)[C:14]([N:16]1[C@H:21]([C:22](=[O:34])[NH:23][C@H:24]2[C:32]3[C:27](=[CH:28][CH:29]=[CH:30][CH:31]=3)[CH2:26][C@@H:25]2[OH:33])[CH2:20][N:19]2[C@@H:35]3[CH2:38][C@@H:36]3[CH2:37][C@@H:18]2[CH2:17]1)=[O:15])=[O:11])C)(C)(C)C.[ClH:47].CO. (5) Given the product [Cl:13][C:10]1[C:9]2[C:4](=[C:5]([Cl:14])[CH:6]=[CH:7][CH:8]=2)[N:3]=[C:2]([N:15]2[CH2:19][CH2:18][CH2:17][C:16]2=[O:20])[C:11]=1[CH3:12], predict the reactants needed to synthesize it. The reactants are: Cl[C:2]1[C:11]([CH3:12])=[C:10]([Cl:13])[C:9]2[C:4](=[C:5]([Cl:14])[CH:6]=[CH:7][CH:8]=2)[N:3]=1.[NH:15]1[CH2:19][CH2:18][CH2:17][C:16]1=[O:20].CC1(C)C2C(=C(P(C3C=CC=CC=3)C3C=CC=CC=3)C=CC=2)OC2C(P(C3C=CC=CC=3)C3C=CC=CC=3)=CC=CC1=2.C(=O)([O-])[O-].[Cs+].[Cs+].